Task: Predict the reaction yield, written as a fraction of the theoretical maximum amount of product (1.0 means a 100% yield; for example, 0.34 means a 34% yield).. Dataset: Reaction yield outcomes from USPTO patents with 853,638 reactions The reactants are [I:1][C:2]1[CH:7]=[CH:6][C:5]([N:8]2[CH2:13][CH2:12][NH:11][CH2:10][CH2:9]2)=[CH:4][CH:3]=1.CCN(C(C)C)C(C)C.Cl[CH2:24][CH2:25][OH:26]. The catalyst is CC#N.O.C([O-])(O)=O.[Na+]. The product is [I:1][C:2]1[CH:3]=[CH:4][C:5]([N:8]2[CH2:13][CH2:12][N:11]([CH2:24][CH2:25][OH:26])[CH2:10][CH2:9]2)=[CH:6][CH:7]=1. The yield is 0.810.